Dataset: Reaction yield outcomes from USPTO patents with 853,638 reactions. Task: Predict the reaction yield, written as a fraction of the theoretical maximum amount of product (1.0 means a 100% yield; for example, 0.34 means a 34% yield). (1) The reactants are C(NC(C)C)(C)C.[Li]CCCC.[Br:13][C:14]1[CH:19]=[CH:18][C:17]([Cl:20])=[CH:16][N:15]=1.CN([CH:24]=[O:25])C.[OH-].[Na+]. The catalyst is C1COCC1.O. The product is [Br:13][C:14]1[CH:19]=[C:18]([CH:24]=[O:25])[C:17]([Cl:20])=[CH:16][N:15]=1. The yield is 0.720. (2) The reactants are [CH:1]([O:4][C:5]1[C:9]([C:10]([O:12][CH2:13][CH3:14])=[O:11])=[CH:8][NH:7][N:6]=1)([CH3:3])[CH3:2].[H-].[Na+].Br[CH2:18][CH2:19][CH2:20][O:21][CH:22]1[CH2:27][CH2:26][CH2:25][CH2:24][O:23]1.O. The catalyst is O1CCCC1.CN(C)C=O. The product is [CH:1]([O:4][C:5]1[C:9]([C:10]([O:12][CH2:13][CH3:14])=[O:11])=[CH:8][N:7]([CH2:18][CH2:19][CH2:20][O:21][CH:22]2[CH2:27][CH2:26][CH2:25][CH2:24][O:23]2)[N:6]=1)([CH3:3])[CH3:2]. The yield is 0.730. (3) The reactants are [CH3:1][C:2]1[N:3]=[C:4]2[CH:9]=[N:8][C:7]3[CH:10]=[CH:11][S:12][C:6]=3[N:5]2[CH:13]=1.[I:14]N1C(=O)CCC1=O. The catalyst is C(Cl)Cl. The product is [I:14][C:13]1[N:5]2[C:6]3[S:12][CH:11]=[CH:10][C:7]=3[N:8]=[CH:9][C:4]2=[N:3][C:2]=1[CH3:1]. The yield is 0.300. (4) The reactants are [NH2:1][C:2]1[CH:7]=[CH:6][C:5](/[CH:8]=[CH:9]/[C:10]2[CH:15]=[CH:14][CH:13]=[CH:12][CH:11]=2)=[CH:4][CH:3]=1.C(N(CC)CC)C.[C:23]1(=[O:30])[O:29][C:27](=[O:28])[CH2:26][CH2:25][CH2:24]1.O.CCOC(C)=O. The catalyst is C(Cl)Cl.CN(C)C1C=CN=CC=1. The product is [O:30]=[C:23]([NH:1][C:2]1[CH:3]=[CH:4][C:5](/[CH:8]=[CH:9]/[C:10]2[CH:11]=[CH:12][CH:13]=[CH:14][CH:15]=2)=[CH:6][CH:7]=1)[CH2:24][CH2:25][CH2:26][C:27]([OH:29])=[O:28]. The yield is 0.410. (5) The reactants are Br[CH2:2][CH2:3][CH2:4][CH3:5].C(=O)([O-])[O-].[K+].[K+].[CH2:12]([O:19][C:20]1[CH:25]=[CH:24][NH:23][C:22](=[O:26])[CH:21]=1)[C:13]1[CH:18]=[CH:17][CH:16]=[CH:15][CH:14]=1. The catalyst is C(#N)C. The product is [CH2:12]([O:19][C:20]1[CH:25]=[CH:24][N:23]([CH2:2][CH2:3][CH2:4][CH3:5])[C:22](=[O:26])[CH:21]=1)[C:13]1[CH:14]=[CH:15][CH:16]=[CH:17][CH:18]=1. The yield is 0.980. (6) The reactants are C([O:5][C:6](=[O:38])[C:7]1[CH:12]=[CH:11][C:10]([NH:13][C:14]([C:16]2[CH:25]=[C:24]3[C:19]([O:20][CH2:21][CH2:22][N:23]3[S:26]([C:29]3[CH:34]=[C:33]([Cl:35])[CH:32]=[CH:31][C:30]=3[O:36][CH3:37])(=[O:28])=[O:27])=[N:18][CH:17]=2)=[O:15])=[CH:9][CH:8]=1)(C)(C)C. The catalyst is Cl. The product is [Cl:35][C:33]1[CH:32]=[CH:31][C:30]([O:36][CH3:37])=[C:29]([S:26]([N:23]2[C:24]3[C:19](=[N:18][CH:17]=[C:16]([C:14]([NH:13][C:10]4[CH:11]=[CH:12][C:7]([C:6]([OH:38])=[O:5])=[CH:8][CH:9]=4)=[O:15])[CH:25]=3)[O:20][CH2:21][CH2:22]2)(=[O:28])=[O:27])[CH:34]=1. The yield is 0.860. (7) The reactants are C([O:4][C@@H:5]([C@:19]12[CH2:54][C:53](=[O:55])[C:52]([CH:56]([CH3:58])[CH3:57])=[C:20]1[C@@H:21]1[C@@:34]([CH3:37])([CH2:35][CH2:36]2)[C@@:33]2([CH3:38])[C@@H:24]([C@:25]3([CH3:51])[C@@H:30]([CH2:31][CH2:32]2)[C:29]([CH3:40])([CH3:39])[C@@H:28]([O:41][C:42](=[O:50])[CH2:43][C:44]([CH3:49])([CH3:48])[C:45]([OH:47])=[O:46])[CH2:27][CH2:26]3)[CH2:23][CH2:22]1)[CH2:6][N:7]([CH2:11][C:12]1[CH:17]=[CH:16][C:15]([Cl:18])=[CH:14][CH:13]=1)[C:8](=[O:10])[CH3:9])(=O)C.[OH-].[K+].Cl. The catalyst is C(O)C.C1(C)C=CC=CC=1. The product is [Cl:18][C:15]1[CH:14]=[CH:13][C:12]([CH2:11][N:7]([CH2:6][C@H:5]([C@:19]23[CH2:54][C:53](=[O:55])[C:52]([CH:56]([CH3:57])[CH3:58])=[C:20]2[C@@H:21]2[C@@:34]([CH3:37])([CH2:35][CH2:36]3)[C@@:33]3([CH3:38])[C@@H:24]([C@:25]4([CH3:51])[C@@H:30]([CH2:31][CH2:32]3)[C:29]([CH3:39])([CH3:40])[C@@H:28]([O:41][C:42](=[O:50])[CH2:43][C:44]([CH3:48])([CH3:49])[C:45]([OH:47])=[O:46])[CH2:27][CH2:26]4)[CH2:23][CH2:22]2)[OH:4])[C:8](=[O:10])[CH3:9])=[CH:17][CH:16]=1. The yield is 0.280. (8) The reactants are [NH2:1][CH:2]([C:8]#[N:9])[C:3]([O:5][CH2:6][CH3:7])=[O:4].C([O-])(O)=O.[Na+].[C:15](Cl)(=[O:22])[C:16]1[CH:21]=[CH:20][CH:19]=[CH:18][CH:17]=1. The catalyst is C(Cl)Cl.O. The product is [C:15]([NH:1][CH:2]([C:8]#[N:9])[C:3]([O:5][CH2:6][CH3:7])=[O:4])(=[O:22])[C:16]1[CH:21]=[CH:20][CH:19]=[CH:18][CH:17]=1. The yield is 0.220. (9) The reactants are C([O:8][CH2:9][C:10]1[N:14]([C:15]2[CH:20]=[CH:19][C:18]([C:21]([NH:23][CH2:24][CH3:25])=[O:22])=[CH:17][CH:16]=2)[N:13]=[N:12][C:11]=1[C:26]([NH:28][CH:29]1[CH2:31][CH2:30]1)=[O:27])C1C=CC=CC=1.CO. The catalyst is CN(C=O)C.[C].[Pd]. The product is [CH:29]1([NH:28][C:26]([C:11]2[N:12]=[N:13][N:14]([C:15]3[CH:20]=[CH:19][C:18]([C:21]([NH:23][CH2:24][CH3:25])=[O:22])=[CH:17][CH:16]=3)[C:10]=2[CH2:9][OH:8])=[O:27])[CH2:30][CH2:31]1. The yield is 0.760.